Task: Predict the reaction yield, written as a fraction of the theoretical maximum amount of product (1.0 means a 100% yield; for example, 0.34 means a 34% yield).. Dataset: Reaction yield outcomes from USPTO patents with 853,638 reactions The reactants are [N:1]12[CH2:8][CH2:7][CH:4]([CH2:5][CH2:6]1)[CH:3]([NH2:9])[CH2:2]2.[C:10]1([C:19]2[CH:24]=[CH:23][CH:22]=[CH:21][CH:20]=2)[CH:15]=[CH:14][CH:13]=[C:12]([C:16](O)=[O:17])[CH:11]=1. No catalyst specified. The product is [N:1]12[CH2:8][CH2:7][CH:4]([CH2:5][CH2:6]1)[CH:3]([NH:9][C:16]([C:12]1[CH:11]=[C:10]([C:19]3[CH:24]=[CH:23][CH:22]=[CH:21][CH:20]=3)[CH:15]=[CH:14][CH:13]=1)=[O:17])[CH2:2]2. The yield is 0.680.